From a dataset of Reaction yield outcomes from USPTO patents with 853,638 reactions. Predict the reaction yield, written as a fraction of the theoretical maximum amount of product (1.0 means a 100% yield; for example, 0.34 means a 34% yield). (1) The catalyst is C(O)C.[C].[Pd]. The reactants are [CH2:1]([N:8]([CH2:10][C:11]1[C:19]2[C:18](=[O:20])[N:17]([C:21]3[CH:26]=[CH:25][C:24]([O:27][CH3:28])=[CH:23][CH:22]=3)[C:16](=[O:29])[N:15]([CH2:30][C:31]3[C:36]([F:37])=[CH:35][CH:34]=[CH:33][C:32]=3[F:38])[C:14]=2[S:13][C:12]=1[C:39]1[CH:44]=[CH:43][C:42]([NH:45][C:46]([NH:48][O:49][CH3:50])=[O:47])=[CH:41][CH:40]=1)C)C1C=CC=CC=1.[ClH:51]. The product is [ClH:51].[CH3:1][NH:8][CH2:10][C:11]1[C:19]2[C:18](=[O:20])[N:17]([C:21]3[CH:22]=[CH:23][C:24]([O:27][CH3:28])=[CH:25][CH:26]=3)[C:16](=[O:29])[N:15]([CH2:30][C:31]3[C:32]([F:38])=[CH:33][CH:34]=[CH:35][C:36]=3[F:37])[C:14]=2[S:13][C:12]=1[C:39]1[CH:40]=[CH:41][C:42]([NH:45][C:46]([NH:48][O:49][CH3:50])=[O:47])=[CH:43][CH:44]=1. The yield is 0.960. (2) The reactants are [NH:1]1[CH:5]=[CH:4][CH:3]=[N:2]1.C(N(CC)C(C)C)(C)C.[CH3:15][O:16][CH2:17][CH2:18][O:19][CH2:20]Cl.C(=O)([O-])O.[Na+]. The catalyst is ClCCl. The product is [CH3:15][O:16][CH2:17][CH2:18][O:19][CH2:20][N:1]1[CH:5]=[CH:4][CH:3]=[N:2]1. The yield is 0.960. (3) The reactants are [CH2:1]([O:5][C:6]1[C:15]2[C:10](=[CH:11][CH:12]=[C:13]([C:16]3[S:17][C:18]([C:22]([OH:24])=[O:23])=[C:19]([CH3:21])[N:20]=3)[CH:14]=2)[C:9](=[O:25])[N:8]([CH2:26][CH:27]([CH3:29])[CH3:28])[C:7]=1[CH2:30][NH:31]C(OC(C)(C)C)=O)[CH2:2][CH2:3][CH3:4].[ClH:39]. The catalyst is C(OCC)(=O)C. The product is [ClH:39].[NH2:31][CH2:30][C:7]1[N:8]([CH2:26][CH:27]([CH3:28])[CH3:29])[C:9](=[O:25])[C:10]2[C:15]([C:6]=1[O:5][CH2:1][CH2:2][CH2:3][CH3:4])=[CH:14][C:13]([C:16]1[S:17][C:18]([C:22]([OH:24])=[O:23])=[C:19]([CH3:21])[N:20]=1)=[CH:12][CH:11]=2. The yield is 0.929. (4) The reactants are [CH3:1][O:2][C:3]1[CH:4]=[C:5]([NH2:15])[CH:6]=[CH:7][C:8]=1[N:9]1[CH:13]=[C:12]([CH3:14])[N:11]=[CH:10]1.Cl[C:17]1[N:22]=[C:21]([C:23]([OH:26])([CH3:25])[CH3:24])[CH:20]=[C:19]([O:27][CH2:28][CH3:29])[N:18]=1.Cl. The catalyst is C(O)C.C(OCC)(=O)C. The product is [CH2:28]([O:27][C:19]1[N:18]=[C:17]([NH:15][C:5]2[CH:6]=[CH:7][C:8]([N:9]3[CH:13]=[C:12]([CH3:14])[N:11]=[CH:10]3)=[C:3]([O:2][CH3:1])[CH:4]=2)[N:22]=[C:21]([C:23]([OH:26])([CH3:25])[CH3:24])[CH:20]=1)[CH3:29]. The yield is 0.100. (5) The reactants are Cl[C:2]1[CH:7]=[CH:6][N:5]=[C:4]([C:8]#[N:9])[CH:3]=1.[CH3:10][NH:11][C:12]1[CH:17]=[CH:16][C:15]([OH:18])=[CH:14][C:13]=1[N+:19]([O-:21])=[O:20].C([O-])([O-])=O.[K+].[K+].O. The catalyst is CS(C)=O. The product is [CH3:10][NH:11][C:12]1[CH:17]=[CH:16][C:15]([O:18][C:2]2[CH:7]=[CH:6][N:5]=[C:4]([C:8]#[N:9])[CH:3]=2)=[CH:14][C:13]=1[N+:19]([O-:21])=[O:20]. The yield is 0.760.